Dataset: Reaction yield outcomes from USPTO patents with 853,638 reactions. Task: Predict the reaction yield, written as a fraction of the theoretical maximum amount of product (1.0 means a 100% yield; for example, 0.34 means a 34% yield). The reactants are [CH2:1]([NH:5][C@H:6]1[C@H:11]([NH:12][C:13]([C:15]2[NH:16][C:17]([CH2:21][CH3:22])=[C:18]([Cl:20])[N:19]=2)=[O:14])[CH2:10][CH2:9][N:8]([C:23](OC(C)(C)C)=O)[CH2:7]1)[CH2:2][CH2:3][CH3:4].C(=O)([O-])[O-].[Na+].[Na+].BrC1[S:38][C:39]2[C:45]([C:46]([O:48][CH2:49][CH3:50])=[O:47])=[CH:44][CH:43]=[CH:42][C:40]=2[N:41]=1. No catalyst specified. The product is [CH2:1]([NH:5][C@H:6]1[C@H:11]([NH:12][C:13]([C:15]2[NH:16][C:17]([CH2:21][CH3:22])=[C:18]([Cl:20])[N:19]=2)=[O:14])[CH2:10][CH2:9][N:8]([C:23]2[S:38][C:39]3[C:45]([C:46]([O:48][CH2:49][CH3:50])=[O:47])=[CH:44][CH:43]=[CH:42][C:40]=3[N:41]=2)[CH2:7]1)[CH2:2][CH2:3][CH3:4]. The yield is 0.760.